From a dataset of Forward reaction prediction with 1.9M reactions from USPTO patents (1976-2016). Predict the product of the given reaction. Given the reactants [CH2:1]([O:11][CH2:12][C:13]([CH2:18][O:19][CH2:20][CH2:21][CH2:22][CH2:23][CH2:24][CH2:25][CH2:26][CH2:27][CH2:28][CH3:29])([CH2:16][OH:17])[CH2:14][OH:15])[CH2:2][CH2:3][CH2:4][CH2:5][CH2:6][CH2:7][CH2:8][CH2:9][CH3:10].CS(C)=O.C(Cl)(=O)C(Cl)=O, predict the reaction product. The product is: [CH2:20]([O:19][CH2:18][C:13]([CH2:12][O:11][CH2:1][CH2:2][CH2:3][CH2:4][CH2:5][CH2:6][CH2:7][CH2:8][CH2:9][CH3:10])([CH:14]=[O:15])[CH:16]=[O:17])[CH2:21][CH2:22][CH2:23][CH2:24][CH2:25][CH2:26][CH2:27][CH2:28][CH3:29].